Task: Predict the reactants needed to synthesize the given product.. Dataset: Full USPTO retrosynthesis dataset with 1.9M reactions from patents (1976-2016) (1) Given the product [CH:1]1([CH2:4][O:5][C:6]2[CH:11]=[CH:10][C:9]([O:12][CH3:13])=[CH:8][C:7]=2[C:14]2[C:15]3[N:22]([CH2:30][O:31][CH2:32][CH2:33][Si:34]([CH3:37])([CH3:36])[CH3:35])[C:21]([CH3:23])=[C:20]([C:24]([O:26][CH2:27][CH3:28])=[O:25])[C:16]=3[N:17]=[CH:18][N:19]=2)[CH2:3][CH2:2]1, predict the reactants needed to synthesize it. The reactants are: [CH:1]1([CH2:4][O:5][C:6]2[CH:11]=[CH:10][C:9]([O:12][CH3:13])=[CH:8][C:7]=2[C:14]2[C:15]3[NH:22][C:21]([CH3:23])=[C:20]([C:24]([O:26][CH2:27][CH3:28])=[O:25])[C:16]=3[N:17]=[CH:18][N:19]=2)[CH2:3][CH2:2]1.Cl[CH2:30][O:31][CH2:32][CH2:33][Si:34]([CH3:37])([CH3:36])[CH3:35]. (2) Given the product [NH2:46][C:45]1[N:36]2[N:37]=[C:33]([C:29]([CH3:32])([CH3:30])[CH3:31])[CH:34]=[C:35]2[C:38]([C:39]#[N:40])=[C:43]([CH3:53])[C:44]=1[C:47]1[CH:52]=[CH:51][CH:50]=[CH:49][CH:48]=1, predict the reactants needed to synthesize it. The reactants are: CCCCCCC.O1CCCC1.C(C1C=CC=CC=1)C.C([N-]C(C)C)(C)C.[Li+].[C:29]([C:33]1[NH:37][N:36]=[C:35]([CH2:38][C:39]#[N:40])[CH:34]=1)([CH3:32])([CH3:31])[CH3:30].CO[C:43]([CH3:53])=[C:44]([C:47]1[CH:52]=[CH:51][CH:50]=[CH:49][CH:48]=1)[C:45]#[N:46]. (3) Given the product [F:31][C:2]([F:30])([F:1])[C:3]1[CH:4]=[C:5]([NH:9][C:10]([N:12]2[C:20]3[C:15](=[CH:16][C:17]([O:21][C:22]4[CH:27]=[C:26]([CH2:28][NH:29][C:39]([N:38]([CH3:42])[CH3:37])=[O:40])[N:25]=[CH:24][N:23]=4)=[CH:18][CH:19]=3)[CH:14]=[CH:13]2)=[O:11])[CH:6]=[CH:7][CH:8]=1, predict the reactants needed to synthesize it. The reactants are: [F:1][C:2]([F:31])([F:30])[C:3]1[CH:4]=[C:5]([NH:9][C:10]([N:12]2[C:20]3[C:15](=[CH:16][C:17]([O:21][C:22]4[CH:27]=[C:26]([CH2:28][NH2:29])[N:25]=[CH:24][N:23]=4)=[CH:18][CH:19]=3)[CH:14]=[CH:13]2)=[O:11])[CH:6]=[CH:7][CH:8]=1.C1COCC1.[CH3:37][N:38]([CH3:42])[C:39](Cl)=[O:40].